Dataset: Full USPTO retrosynthesis dataset with 1.9M reactions from patents (1976-2016). Task: Predict the reactants needed to synthesize the given product. (1) Given the product [CH2:8]([O:7][C:5]([C:4]1[NH:1][C:12]2=[N:13][CH:14]=[CH:15][C:16]([O:17][CH3:18])=[C:11]2[CH:10]=1)=[O:6])[CH3:9], predict the reactants needed to synthesize it. The reactants are: [N:1]([C:4](=[CH:10][C:11]1[CH:12]=[N:13][CH:14]=[CH:15][C:16]=1[O:17][CH3:18])[C:5]([O:7][CH2:8][CH3:9])=[O:6])=[N+]=[N-]. (2) Given the product [CH:1]1([C:7]2[C:8]3[CH:9]=[CH:10][C:11]([C:39]([NH:73][CH2:74][C:75]4[NH:79][N:78]=[N:77][N:76]=4)=[O:41])=[CH:12][C:13]=3[N:14]3[CH2:20][C:19]([C:21]([N:23]4[CH2:24][CH2:25][CH:26]([N:29]5[CH2:30][CH2:31][O:32][CH2:33][CH2:34]5)[CH2:27][CH2:28]4)=[O:22])=[CH:18][C:17]4[CH:35]=[CH:36][CH:37]=[CH:38][C:16]=4[C:15]=23)[CH2:2][CH2:3][CH2:4][CH2:5][CH2:6]1, predict the reactants needed to synthesize it. The reactants are: [CH:1]1([C:7]2[C:8]3[CH:9]=[CH:10][C:11]([C:39]([OH:41])=O)=[CH:12][C:13]=3[N:14]3[CH2:20][C:19]([C:21]([N:23]4[CH2:28][CH2:27][CH:26]([N:29]5[CH2:34][CH2:33][O:32][CH2:31][CH2:30]5)[CH2:25][CH2:24]4)=[O:22])=[CH:18][C:17]4[CH:35]=[CH:36][CH:37]=[CH:38][C:16]=4[C:15]=23)[CH2:6][CH2:5][CH2:4][CH2:3][CH2:2]1.C(N(CC)C(C)C)(C)C.Cl.CN(C)CCCN=C=NCC.ON1C2C=CC=CC=2N=N1.[NH2:73][CH2:74][C:75]1[NH:79][N:78]=[N:77][N:76]=1. (3) Given the product [Br:1][C:2]1[CH:9]=[CH:8][C:5]([CH:6]=[CH:23][CH:24]=[O:25])=[C:4]([O:10][C:11]([CH3:15])([C:13]#[CH:14])[CH3:12])[CH:3]=1, predict the reactants needed to synthesize it. The reactants are: [Br:1][C:2]1[CH:9]=[CH:8][C:5]([CH:6]=O)=[C:4]([O:10][C:11]([CH3:15])([C:13]#[CH:14])[CH3:12])[CH:3]=1.C1(P(C2C=CC=CC=2)(C2C=CC=CC=2)=[CH:23][CH:24]=[O:25])C=CC=CC=1. (4) Given the product [Cl:1][C:2]1[CH:3]=[CH:4][C:5]([C@@H:8]2[CH2:12][NH:11][C:10](=[O:13])[CH2:9]2)=[CH:6][C:7]=1[N+:14]([O-:16])=[O:15], predict the reactants needed to synthesize it. The reactants are: [Cl:1][C:2]1[CH:7]=[CH:6][C:5]([C@@H:8]2[CH2:12][NH:11][C:10](=[O:13])[CH2:9]2)=[CH:4][CH:3]=1.[N+:14]([O-])([OH:16])=[O:15].NC(N)=N. (5) Given the product [I:11][C:4]1[S:3][CH:2]=[N:6][C:5]=1[C:7]([O:9][CH3:10])=[O:8], predict the reactants needed to synthesize it. The reactants are: N[C:2]1[S:3][C:4]([I:11])=[C:5]([C:7]([O:9][CH3:10])=[O:8])[N:6]=1.C(ON=O)(C)(C)C. (6) Given the product [CH3:13][O:14][C:15]1[CH:16]=[C:17]2[C:22](=[CH:23][C:24]=1[O:25][CH3:26])[N:21]=[CH:20][CH:19]=[C:18]2[O:27][C:28]1[CH:29]=[C:30]2[C:35](=[CH:36][CH:37]=1)[C:34]([NH:38][C:8]1[NH:12][C:11]3[CH:43]=[CH:44][CH:39]=[CH:40][C:10]=3[N:9]=1)=[CH:33][CH:32]=[CH:31]2, predict the reactants needed to synthesize it. The reactants are: C([C:8]1[NH:9][CH:10]=[CH:11][N:12]=1)([C:8]1[NH:9][CH:10]=[CH:11][N:12]=1)=S.[CH3:13][O:14][C:15]1[CH:16]=[C:17]2[C:22](=[CH:23][C:24]=1[O:25][CH3:26])[N:21]=[CH:20][CH:19]=[C:18]2[O:27][C:28]1[CH:29]=[C:30]2[C:35](=[CH:36][CH:37]=1)[C:34]([NH2:38])=[CH:33][CH:32]=[CH:31]2.[CH2:39](Cl)[CH2:40]Cl.[CH3:43][C:44]#N.